From a dataset of Catalyst prediction with 721,799 reactions and 888 catalyst types from USPTO. Predict which catalyst facilitates the given reaction. (1) Product: [CH2:1]([N:8]1[C:9](=[O:32])[CH:10]2[CH:15]([NH:14][CH2:13][CH2:12][NH:11]2)[C:16]1=[O:17])[C:2]1[CH:3]=[CH:4][CH:5]=[CH:6][CH:7]=1. The catalyst class is: 54. Reactant: [CH2:1]([N:8]1[C:16](=[O:17])[CH:15]2[CH:10]([N:11](C(OC(C)(C)C)=O)[CH2:12][CH2:13][N:14]2C(OC(C)(C)C)=O)[C:9]1=[O:32])[C:2]1[CH:7]=[CH:6][CH:5]=[CH:4][CH:3]=1.Cl.[OH-].[Na+]. (2) Reactant: [CH3:1][C:2]1[CH:7]=[C:6]([N:8]2[C:16]3[C:11](=[CH:12][C:13]4[CH2:21][C:20](=O)[CH2:19][CH2:18][CH2:17][C:14]=4[CH:15]=3)[CH:10]=[N:9]2)[CH:5]=[CH:4][N:3]=1.C1COCC1.C[Si]([N-][Si](C)(C)C)(C)C.[Li+].[N:38]1[CH:43]=[CH:42][CH:41]=[CH:40][C:39]=1[CH:44]=O. Product: [CH3:1][C:2]1[CH:7]=[C:6]([N:8]2[C:16]3[C:11](=[CH:12][C:13]4[C:21](=[CH:44][C:39]5[CH:40]=[CH:41][CH:42]=[CH:43][N:38]=5)[CH2:20][CH2:19][CH2:18][CH2:17][C:14]=4[CH:15]=3)[CH:10]=[N:9]2)[CH:5]=[CH:4][N:3]=1. The catalyst class is: 6. (3) Reactant: [C:1]([O:5][C:6]([N:8]1[CH2:13][CH2:12][C:11]([CH:16]2[CH2:21][CH2:20][CH2:19][CH2:18][CH2:17]2)([CH2:14][OH:15])[CH2:10][CH2:9]1)=[O:7])([CH3:4])([CH3:3])[CH3:2].C[N+]1([O-])CCOCC1. Product: [C:1]([O:5][C:6]([N:8]1[CH2:9][CH2:10][C:11]([CH:16]2[CH2:17][CH2:18][CH2:19][CH2:20][CH2:21]2)([CH:14]=[O:15])[CH2:12][CH2:13]1)=[O:7])([CH3:4])([CH3:2])[CH3:3]. The catalyst class is: 678. (4) Reactant: [CH2:1]([O:3][C:4]([C:6]1[N:7]([CH2:15][C:16]2[CH:21]=[CH:20][CH:19]=[CH:18][CH:17]=2)[C:8](=[O:14])[CH:9]=[CH:10][C:11]=1[CH2:12]Br)=[O:5])[CH3:2].[CH3:22][O:23][C:24](=[O:37])[CH2:25][NH:26][S:27]([C:30]1[CH:35]=[CH:34][C:33]([CH3:36])=[CH:32][CH:31]=1)(=[O:29])=[O:28].[I-].[Na+].C(=O)([O-])[O-].[K+].[K+]. Product: [CH2:1]([O:3][C:4]([C:6]1[N:7]([CH2:15][C:16]2[CH:21]=[CH:20][CH:19]=[CH:18][CH:17]=2)[C:8](=[O:14])[CH:9]=[CH:10][C:11]=1[CH2:12][N:26]([CH2:25][C:24]([O:23][CH3:22])=[O:37])[S:27]([C:30]1[CH:31]=[CH:32][C:33]([CH3:36])=[CH:34][CH:35]=1)(=[O:29])=[O:28])=[O:5])[CH3:2]. The catalyst class is: 163. (5) Reactant: [Cl:1][C:2]1[N:7]=[CH:6][N:5]=[C:4]([NH2:8])[C:3]=1[NH2:9].[O:10]1[CH2:15][CH2:14][N:13]([C:16]2[CH:24]=[CH:23][C:19]([C:20](O)=O)=[CH:18][CH:17]=2)[CH2:12][CH2:11]1.[Cl-].[NH4+]. Product: [Cl:1][C:2]1[N:7]=[CH:6][N:5]=[C:4]2[C:3]=1[N:9]=[C:20]([C:19]1[CH:18]=[CH:17][C:16]([N:13]3[CH2:14][CH2:15][O:10][CH2:11][CH2:12]3)=[CH:24][CH:23]=1)[NH:8]2. The catalyst class is: 265. (6) Reactant: Br[C:2]1[CH:10]=[C:9]([C:11]([F:14])([F:13])[F:12])[CH:8]=[C:7]2[C:3]=1[CH:4]=[N:5][NH:6]2.[CH3:15][O:16][C:17]([C:19]1[N:24]=[CH:23][C:22](B(O)O)=[CH:21][CH:20]=1)=[O:18].[C:28]([O-:31])(O)=[O:29].[Na+]. The catalyst class is: 75. Product: [C:28]([OH:31])([C:11]([F:14])([F:13])[F:12])=[O:29].[F:12][C:11]([F:14])([F:13])[C:9]1[CH:8]=[C:7]2[C:3]([CH:4]=[N:5][NH:6]2)=[C:2]([C:22]2[CH:21]=[CH:20][C:19]([C:17]([O:16][CH3:15])=[O:18])=[N:24][CH:23]=2)[CH:10]=1.